This data is from Catalyst prediction with 721,799 reactions and 888 catalyst types from USPTO. The task is: Predict which catalyst facilitates the given reaction. (1) Product: [ClH:2].[Cl:2][C:3]1[CH:4]=[CH:5][C:6]([O:19][CH2:20][C:21]2[CH:26]=[CH:25][CH:24]=[CH:23][CH:22]=2)=[C:7]([CH2:9][C:10]2[S:11][CH:12]=[C:13]([C:15]3[NH:40][C:37]4[CH:38]=[CH:39][C:34]([N:31]5[CH2:30][CH2:29][N:28]([CH3:27])[CH2:33][CH2:32]5)=[CH:35][C:36]=4[N:18]=3)[N:14]=2)[CH:8]=1. The catalyst class is: 863. Reactant: Cl.[Cl:2][C:3]1[CH:4]=[CH:5][C:6]([O:19][CH2:20][C:21]2[CH:26]=[CH:25][CH:24]=[CH:23][CH:22]=2)=[C:7]([CH2:9][C:10]2[S:11][CH:12]=[C:13]([C:15](=[NH:18])OC)[N:14]=2)[CH:8]=1.[CH3:27][N:28]1[CH2:33][CH2:32][N:31]([C:34]2[CH:35]=[C:36](N)[C:37]([NH2:40])=[CH:38][CH:39]=2)[CH2:30][CH2:29]1.Cl. (2) Reactant: [C:1](=[O:13])([O:9][CH:10](Cl)[CH3:11])[O:2][CH2:3][CH2:4][NH:5][C:6](=[O:8])[CH3:7].[I-:14].[Na+]. Product: [C:1](=[O:13])([O:9][CH:10]([I:14])[CH3:11])[O:2][CH2:3][CH2:4][NH:5][C:6](=[O:8])[CH3:7]. The catalyst class is: 10. (3) Reactant: [CH:1](O)=O.C=O.C([BH3-])#N.[Na+].[Cl:10][C:11]1[CH:12]=[C:13]([C:17]2[N:21]=[C:20]([CH:22]3[CH2:27][NH:26][CH2:25][CH2:24][N:23]3[C:28]3[N:32]([CH3:33])[C:31]([C:34]4[CH:39]=[CH:38][C:37]([O:40][CH:41]([F:43])[F:42])=[CH:36][CH:35]=4)=[N:30][N:29]=3)[O:19][N:18]=2)[CH:14]=[CH:15][CH:16]=1. Product: [Cl:10][C:11]1[CH:12]=[C:13]([C:17]2[N:21]=[C:20]([CH:22]3[CH2:27][N:26]([CH3:1])[CH2:25][CH2:24][N:23]3[C:28]3[N:32]([CH3:33])[C:31]([C:34]4[CH:39]=[CH:38][C:37]([O:40][CH:41]([F:43])[F:42])=[CH:36][CH:35]=4)=[N:30][N:29]=3)[O:19][N:18]=2)[CH:14]=[CH:15][CH:16]=1. The catalyst class is: 24.